This data is from Forward reaction prediction with 1.9M reactions from USPTO patents (1976-2016). The task is: Predict the product of the given reaction. Given the reactants [C:1]([O:5][C:6]([N:8]1[CH2:13][CH2:12][CH2:11][CH2:10][C@H:9]1[C:14]([O:16][C:17]([CH3:20])([CH3:19])[CH3:18])=[O:15])=[O:7])([CH3:4])([CH3:3])[CH3:2].[OH2:21], predict the reaction product. The product is: [C:1]([O:5][C:6]([N:8]1[C:13](=[O:21])[CH2:12][CH2:11][CH2:10][C@H:9]1[C:14]([O:16][C:17]([CH3:20])([CH3:19])[CH3:18])=[O:15])=[O:7])([CH3:4])([CH3:3])[CH3:2].